The task is: Predict which catalyst facilitates the given reaction.. This data is from Catalyst prediction with 721,799 reactions and 888 catalyst types from USPTO. (1) Reactant: [C:1]([C:4]1[CH:12]=[CH:11][CH:10]=[CH:9][C:5]=1[C:6]([OH:8])=[O:7])(=[O:3])[CH3:2].[CH:13]1([CH3:23])[CH2:18][CH2:17][CH:16]([CH:19]([CH3:21])[CH3:20])[CH:15](O)[CH2:14]1.C1CCC(N=C=NC2CCCCC2)CC1. Product: [C:1]([C:4]1[CH:12]=[CH:11][CH:10]=[CH:9][C:5]=1[C:6]([O:8][C@H:15]1[C@H:16]([CH:19]([CH3:21])[CH3:20])[CH2:17][CH2:18][C@@H:13]([CH3:23])[CH2:14]1)=[O:7])(=[O:3])[CH3:2]. The catalyst class is: 166. (2) Reactant: [CH:1]1([NH:6][C:7]2[C:12]([CH2:13][NH:14][C:15]3[C:20]([F:21])=[C:19]([O:22][CH3:23])[CH:18]=[C:17]([O:24][CH3:25])[C:16]=3[F:26])=[CH:11][N:10]=[C:9]([S:27][CH3:28])[N:8]=2)[CH2:5][CH2:4][CH2:3][CH2:2]1.[H-].[Na+].[C:31](N1C=CN=C1)(N1C=CN=C1)=[O:32]. Product: [CH:1]1([N:6]2[C:7]3=[N:8][C:9]([S:27][CH3:28])=[N:10][CH:11]=[C:12]3[CH2:13][N:14]([C:15]3[C:16]([F:26])=[C:17]([O:24][CH3:25])[CH:18]=[C:19]([O:22][CH3:23])[C:20]=3[F:21])[C:31]2=[O:32])[CH2:2][CH2:3][CH2:4][CH2:5]1. The catalyst class is: 7.